This data is from Full USPTO retrosynthesis dataset with 1.9M reactions from patents (1976-2016). The task is: Predict the reactants needed to synthesize the given product. (1) Given the product [CH2:1]([N:8]1[CH2:14][CH:13]2[C:15]([C:17]3[CH:18]=[C:19]([CH:20]=[CH:21][CH:22]=3)[C:24]#[N:25])([OH:16])[CH:10]([CH2:11][CH2:12]2)[CH2:9]1)[C:2]1[CH:7]=[CH:6][CH:5]=[CH:4][CH:3]=1, predict the reactants needed to synthesize it. The reactants are: [CH2:1]([N:8]1[CH2:14][CH:13]2[C:15]([C:17]3[CH:22]=[CH:21][CH:20]=[C:19](Br)[CH:18]=3)([OH:16])[CH:10]([CH2:11][CH2:12]2)[CH2:9]1)[C:2]1[CH:7]=[CH:6][CH:5]=[CH:4][CH:3]=1.[CH3:24][N:25](C=O)C. (2) Given the product [CH3:15][C:16]([OH:20])([C:18]#[C:19][C:2]1[CH:3]=[N:4][CH:5]=[CH:6][CH:7]=1)[CH3:17], predict the reactants needed to synthesize it. The reactants are: Br[C:2]1[CH:3]=[N:4][CH:5]=[CH:6][CH:7]=1.C(N(CC)CC)C.[CH3:15][C:16]([OH:20])([C:18]#[CH:19])[CH3:17].C(OCC)(=O)C. (3) Given the product [CH3:13][O:8][C:7](=[O:9])[C:6]1[CH:10]=[CH:11][C:3]([CH2:1][CH3:2])=[C:4]([OH:12])[CH:5]=1, predict the reactants needed to synthesize it. The reactants are: [CH2:1]([C:3]1[CH:11]=[CH:10][C:6]([C:7]([OH:9])=[O:8])=[CH:5][C:4]=1[OH:12])[CH3:2].[CH3:13]O.